From a dataset of Forward reaction prediction with 1.9M reactions from USPTO patents (1976-2016). Predict the product of the given reaction. (1) Given the reactants Br[C:2]1[CH:3]=[C:4]([NH:18][C:19]2[CH:20]=[N:21][CH:22]=[CH:23][CH:24]=2)[CH:5]=[C:6]([O:8]CC2C=CC(OC)=CC=2)[CH:7]=1.P([O-])([O-])([O-])=O.[K+].[K+].[K+].[C:33]([C:35]1[CH:36]=[C:37]2[C:41](=[CH:42][CH:43]=1)[NH:40][CH:39]=[CH:38]2)#[N:34].CNCCNC, predict the reaction product. The product is: [OH:8][C:6]1[CH:7]=[C:2]([N:40]2[C:41]3[C:37](=[CH:36][C:35]([C:33]#[N:34])=[CH:43][CH:42]=3)[CH:38]=[CH:39]2)[CH:3]=[C:4]([NH:18][C:19]2[CH:20]=[N:21][CH:22]=[CH:23][CH:24]=2)[CH:5]=1. (2) Given the reactants [CH:1]([C:3]1[CH:16]=[CH:15][C:6]([C:7]([NH:9][CH2:10][C:11]([F:14])([F:13])[F:12])=[O:8])=[C:5]([CH3:17])[CH:4]=1)=O.Cl.[OH:19][NH2:20].C([O-])(=O)C.[Na+], predict the reaction product. The product is: [OH:19][N:20]=[CH:1][C:3]1[CH:16]=[CH:15][C:6]([C:7]([NH:9][CH2:10][C:11]([F:14])([F:13])[F:12])=[O:8])=[C:5]([CH3:17])[CH:4]=1. (3) The product is: [CH3:1][N:2]1[C:6]2=[N:7][CH:8]=[CH:9][N:10]=[C:5]2[C:4]([C:19]([OH:21])=[O:20])=[C:3]1[C:11]1[CH:12]=[CH:13][CH:14]=[CH:15][CH:16]=1. Given the reactants [CH3:1][N:2]1[C:6]2=[N:7][CH:8]=[CH:9][N:10]=[C:5]2[CH:4]=[C:3]1[C:11]1[CH:16]=[CH:15][CH:14]=[CH:13][CH:12]=1.FC(F)(F)[C:19]([O:21]C(=O)C(F)(F)F)=[O:20], predict the reaction product. (4) Given the reactants [CH:1]([C:4]1[N:12]2[C:7]([C:8](=[O:24])[N:9]3[CH2:15][CH:14]([C:16]4[CH:21]=[CH:20][C:19]([O:22]C)=[CH:18][CH:17]=4)[N:13]=[C:10]3[NH:11]2)=[CH:6][N:5]=1)([CH3:3])[CH3:2].BrB(Br)Br, predict the reaction product. The product is: [OH:22][C:19]1[CH:20]=[CH:21][C:16]([CH:14]2[CH2:15][N:9]3[C:10]([NH:11][N:12]4[C:4]([CH:1]([CH3:3])[CH3:2])=[N:5][CH:6]=[C:7]4[C:8]3=[O:24])=[N:13]2)=[CH:17][CH:18]=1. (5) Given the reactants [Cl:1][C:2]1[N:3]=[C:4]([N:12]2[CH2:17][CH2:16][O:15][CH2:14][CH2:13]2)[C:5]2[S:10][C:9](I)=[CH:8][C:6]=2[N:7]=1.[CH3:18][S:19]([C:22]1[CH:23]=[C:24](B(O)O)[CH:25]=[CH:26][CH:27]=1)(=[O:21])=[O:20], predict the reaction product. The product is: [Cl:1][C:2]1[N:3]=[C:4]([N:12]2[CH2:17][CH2:16][O:15][CH2:14][CH2:13]2)[C:5]2[S:10][C:9]([C:26]3[CH:25]=[CH:24][CH:23]=[C:22]([S:19]([CH3:18])(=[O:21])=[O:20])[CH:27]=3)=[CH:8][C:6]=2[N:7]=1. (6) Given the reactants [C:1]1([CH2:11][NH:12][C:13](=[O:20])[NH:14][O:15][CH2:16][C:17]([OH:19])=O)[C:10]2[C:5](=[CH:6][CH:7]=[CH:8][CH:9]=2)[CH:4]=[CH:3][CH:2]=1.[NH2:21][C@@H:22]([CH2:46][C:47]1[CH:52]=[CH:51][C:50]([O:53][C:54]([CH3:57])([CH3:56])[CH3:55])=[CH:49][CH:48]=1)[C:23]([N:25]([C@@H:37]([CH3:45])[CH:38]([O:42][CH2:43][CH3:44])[O:39][CH2:40][CH3:41])[CH2:26][C:27]1[C:36]2[C:31](=[CH:32][CH:33]=[CH:34][CH:35]=2)[CH:30]=[CH:29][CH:28]=1)=[O:24], predict the reaction product. The product is: [C:54]([O:53][C:50]1[CH:49]=[CH:48][C:47]([CH2:46][C@H:22]([NH:21][C:17](=[O:19])[CH2:16][O:15][NH:14][C:13]([NH:12][CH2:11][C:1]2[C:10]3[C:5](=[CH:6][CH:7]=[CH:8][CH:9]=3)[CH:4]=[CH:3][CH:2]=2)=[O:20])[C:23]([N:25]([C@@H:37]([CH3:45])[CH:38]([O:42][CH2:43][CH3:44])[O:39][CH2:40][CH3:41])[CH2:26][C:27]2[C:36]3[C:31](=[CH:32][CH:33]=[CH:34][CH:35]=3)[CH:30]=[CH:29][CH:28]=2)=[O:24])=[CH:52][CH:51]=1)([CH3:57])([CH3:55])[CH3:56]. (7) The product is: [ClH:17].[ClH:17].[CH3:14][CH:11]([CH2:12][CH3:13])[CH2:10][O:9][C:8]1[N:7]=[C:6]([NH2:15])[N:5]=[C:4]([NH2:16])[C:3]=1[NH2:1]. Given the reactants [N:1]([C:3]1[C:4]([NH2:16])=[N:5][C:6]([NH2:15])=[N:7][C:8]=1[O:9][CH2:10][CH:11]([CH3:14])[CH2:12][CH3:13])=O.[ClH:17], predict the reaction product. (8) Given the reactants [Cl:1][C:2]1[C:3]([F:21])=[C:4]2[CH:10]=[CH:9][N:8]([Si](C(C)C)(C(C)C)C(C)C)[C:5]2=[N:6][CH:7]=1.CCCC[N+](CCCC)(CCCC)CCCC.[F-], predict the reaction product. The product is: [Cl:1][C:2]1[C:3]([F:21])=[C:4]2[CH:10]=[CH:9][NH:8][C:5]2=[N:6][CH:7]=1. (9) Given the reactants [C:1]([C:5]1[CH:10]=[CH:9][C:8]([N+:11]([O-:13])=[O:12])=[CH:7][C:6]=1[CH:14]=[CH:15][CH2:16][CH:17]=O)([CH3:4])([CH3:3])[CH3:2].[NH:19]1[CH2:23][CH2:22][CH2:21][CH2:20]1.[BH-](OC(C)=O)(OC(C)=O)OC(C)=O.[Na+].C([O-])(O)=O.[Na+].[OH-].[Na+], predict the reaction product. The product is: [C:1]([C:5]1[CH:10]=[CH:9][C:8]([N+:11]([O-:13])=[O:12])=[CH:7][C:6]=1[CH:14]=[CH:15][CH2:16][CH2:17][N:19]1[CH2:23][CH2:22][CH2:21][CH2:20]1)([CH3:4])([CH3:3])[CH3:2]. (10) Given the reactants Cl.C([O:5][C:6]1[CH:7]=[C:8]2[C:13](=[CH:14][C:15]=1[O:16][CH3:17])[N:12]=[CH:11][N:10]=[C:9]2[NH:18][C:19]1[CH:24]=[CH:23][CH:22]=[C:21]([Cl:25])[C:20]=1[F:26])(=O)C.O.[OH-].[Na+].C(O)(=O)C, predict the reaction product. The product is: [Cl:25][C:21]1[C:20]([F:26])=[C:19]([CH:24]=[CH:23][CH:22]=1)[NH:18][C:9]1[C:8]2[C:13](=[CH:14][C:15]([O:16][CH3:17])=[C:6]([OH:5])[CH:7]=2)[N:12]=[CH:11][N:10]=1.